This data is from Reaction yield outcomes from USPTO patents with 853,638 reactions. The task is: Predict the reaction yield, written as a fraction of the theoretical maximum amount of product (1.0 means a 100% yield; for example, 0.34 means a 34% yield). (1) The reactants are [CH2:1]([O:3][C:4]([CH:6]1[CH2:10][CH2:9][CH:8]([OH:11])[CH2:7]1)=[O:5])[CH3:2].N1C(C)=CC=CC=1C.FC(F)(F)S(O[Si:26]([CH:33]([CH3:35])[CH3:34])([CH:30]([CH3:32])[CH3:31])[CH:27]([CH3:29])[CH3:28])(=O)=O. The catalyst is ClCCl. The product is [CH2:1]([O:3][C:4]([CH:6]1[CH2:10][CH2:9][CH:8]([O:11][Si:26]([CH:33]([CH3:35])[CH3:34])([CH:30]([CH3:32])[CH3:31])[CH:27]([CH3:29])[CH3:28])[CH2:7]1)=[O:5])[CH3:2]. The yield is 0.970. (2) The reactants are Cl[C:2]1[CH:3]=[CH:4][N:5]2[C:10]=1[C:9]([NH:11][CH2:12][C:13]1[CH:18]=[CH:17][CH:16]=[CH:15][N:14]=1)=[N:8][C:7]([CH:19]1[CH2:21][CH:20]1[C:22]#[N:23])=[N:6]2.[C:24]1(B(O)O)[CH:29]=[CH:28][CH:27]=[CH:26][CH:25]=1.C1(P(C2CCCCC2)C2C=CC=CC=2C2C(C(C)C)=CC(C(C)C)=CC=2C(C)C)CCCCC1.C([O-])([O-])=O.[K+].[K+]. The catalyst is O1CCOCC1.O.CC([O-])=O.CC([O-])=O.[Pd+2]. The product is [C:24]1([C:2]2[CH:3]=[CH:4][N:5]3[C:10]=2[C:9]([NH:11][CH2:12][C:13]2[CH:18]=[CH:17][CH:16]=[CH:15][N:14]=2)=[N:8][C:7]([CH:19]2[CH2:21][CH:20]2[C:22]#[N:23])=[N:6]3)[CH:29]=[CH:28][CH:27]=[CH:26][CH:25]=1. The yield is 0.439. (3) The reactants are [F:1][C:2]([F:7])([F:6])[C:3]([OH:5])=[O:4].[CH2:8]([N:15]([CH2:17][C:18](=[C:20]1[CH2:25][CH2:24][N:23]([C:26]2[C:35]([O:36][CH3:37])=[C:34]3[C:29]([C:30](=[O:44])[C:31]([C:41]([OH:43])=[O:42])=[CH:32][N:33]3[CH:38]3[CH2:40][CH2:39]3)=[CH:28][C:27]=2[F:45])[CH2:22][CH2:21]1)Cl)C)C1C=CC=CC=1. The catalyst is CO.C(O)=O.[Pd]. The product is [F:1][C:2]([F:7])([F:6])[C:3]([OH:5])=[O:4].[CH:38]1([N:33]2[C:34]3[C:29](=[CH:28][C:27]([F:45])=[C:26]([N:23]4[CH2:24][CH2:25][C:20](=[CH:18][CH2:17][NH:15][CH3:8])[CH2:21][CH2:22]4)[C:35]=3[O:36][CH3:37])[C:30](=[O:44])[C:31]([C:41]([OH:43])=[O:42])=[CH:32]2)[CH2:39][CH2:40]1. The yield is 0.150. (4) The reactants are [OH-].[Na+].[CH:3]1([C:6]2[O:10][N:9]=[C:8]([C:11]([O:13]CC)=[O:12])[CH:7]=2)[CH2:5][CH2:4]1. The catalyst is O.CO. The product is [CH:3]1([C:6]2[O:10][N:9]=[C:8]([C:11]([OH:13])=[O:12])[CH:7]=2)[CH2:4][CH2:5]1. The yield is 0.930. (5) The yield is 1.00. The catalyst is C(O)(C)(C)C.C(OCC)(=O)C.O. The reactants are [CH2:1]([C:3]1[N:4]=[C:5]([CH2:27][CH2:28][CH3:29])[N:6]([CH2:12][C:13]2[CH:18]=[CH:17][C:16]([C:19]3[C:20]([C:25]#[N:26])=[CH:21][CH:22]=[CH:23][CH:24]=3)=[CH:15][CH:14]=2)[C:7](=[O:11])[C:8]=1[CH:9]=[O:10])[CH3:2].P([O-])(O)(O)=[O:31].[Na+].CC(=CC)C.Cl([O-])=O.[Na+]. The product is [C:25]([C:20]1[CH:21]=[CH:22][CH:23]=[CH:24][C:19]=1[C:16]1[CH:17]=[CH:18][C:13]([CH2:12][N:6]2[C:7](=[O:11])[C:8]([C:9]([OH:31])=[O:10])=[C:3]([CH2:1][CH3:2])[N:4]=[C:5]2[CH2:27][CH2:28][CH3:29])=[CH:14][CH:15]=1)#[N:26]. (6) The reactants are Br[C:2]1[CH:11]=[C:10]2[C:5]([C:6](=[N:22][OH:23])[CH:7]=[C:8]([C:12]3[N:13]=[CH:14][C:15]4[C:20]([CH:21]=3)=[CH:19][CH:18]=[CH:17][CH:16]=4)[O:9]2)=[CH:4][CH:3]=1.C(N(CC)CC)C.[C:31]1([C:37]#[CH:38])[CH:36]=[CH:35][CH:34]=[CH:33][CH:32]=1.Cl. The catalyst is CN(C)C=O.Cl[Pd](Cl)([P](C1C=CC=CC=1)(C1C=CC=CC=1)C1C=CC=CC=1)[P](C1C=CC=CC=1)(C1C=CC=CC=1)C1C=CC=CC=1.[Cu](I)I. The product is [CH:14]1[C:15]2[C:20](=[CH:19][CH:18]=[CH:17][CH:16]=2)[CH:21]=[C:12]([C:8]2[O:9][C:10]3[C:5]([C:6](=[N:22][OH:23])[CH:7]=2)=[CH:4][CH:3]=[C:2]([C:38]#[C:37][C:31]2[CH:36]=[CH:35][CH:34]=[CH:33][CH:32]=2)[CH:11]=3)[N:13]=1. The yield is 0.130. (7) The reactants are [CH:1]([NH:4][CH2:5][C:6]([NH:8][CH2:9][C:10]1[CH:15]=[C:14]([C:16]2[CH:21]=[CH:20][C:19]([C:22]([F:25])([F:24])[F:23])=[CH:18][CH:17]=2)[N:13]=[CH:12][N:11]=1)=[O:7])([CH3:3])[CH3:2].C(N(CC)C(C)C)(C)C.[F:35][C:36]1[CH:37]=[C:38]([S:43](Cl)(=[O:45])=[O:44])[CH:39]=[CH:40][C:41]=1[F:42].C(OCC)(=O)C. The catalyst is C(Cl)Cl. The product is [F:35][C:36]1[CH:37]=[C:38]([S:43]([N:4]([CH:1]([CH3:3])[CH3:2])[CH2:5][C:6]([NH:8][CH2:9][C:10]2[CH:15]=[C:14]([C:16]3[CH:17]=[CH:18][C:19]([C:22]([F:24])([F:25])[F:23])=[CH:20][CH:21]=3)[N:13]=[CH:12][N:11]=2)=[O:7])(=[O:44])=[O:45])[CH:39]=[CH:40][C:41]=1[F:42]. The yield is 0.630.